The task is: Predict the reaction yield, written as a fraction of the theoretical maximum amount of product (1.0 means a 100% yield; for example, 0.34 means a 34% yield).. This data is from Reaction yield outcomes from USPTO patents with 853,638 reactions. (1) The reactants are Cl[C:2]1[N:9]=[C:8]([C:10]([F:13])([F:12])[F:11])[CH:7]=[CH:6][C:3]=1[C:4]#[N:5].[CH3:14][O:15][C:16]1[CH:21]=[CH:20][CH:19]=[CH:18][C:17]=1B(O)O. No catalyst specified. The product is [CH3:14][O:15][C:16]1[CH:21]=[CH:20][CH:19]=[CH:18][C:17]=1[C:2]1[N:9]=[C:8]([C:10]([F:13])([F:12])[F:11])[CH:7]=[CH:6][C:3]=1[C:4]#[N:5]. The yield is 0.910. (2) The reactants are [CH2:1]([O:3][C:4]1[C:13]([NH:14][C:15](=[O:23])OC2C=CC=CC=2)=[N:12][C:11]2[C:6](=[CH:7][CH:8]=[CH:9][CH:10]=2)[N:5]=1)[CH3:2].[Br:24][C:25]1[CH:26]=[C:27]([N:31]2[CH2:36][CH2:35][NH:34][CH2:33][CH2:32]2)[CH:28]=[CH:29][CH:30]=1. No catalyst specified. The product is [CH2:1]([O:3][C:4]1[C:13]([NH:14][C:15]([N:34]2[CH2:33][CH2:32][N:31]([C:27]3[CH:28]=[CH:29][CH:30]=[C:25]([Br:24])[CH:26]=3)[CH2:36][CH2:35]2)=[O:23])=[N:12][C:11]2[C:6](=[CH:7][CH:8]=[CH:9][CH:10]=2)[N:5]=1)[CH3:2]. The yield is 0.806.